The task is: Binary Classification. Given a drug SMILES string, predict its activity (active/inactive) in a high-throughput screening assay against a specified biological target.. This data is from HIV replication inhibition screening data with 41,000+ compounds from the AIDS Antiviral Screen. (1) The molecule is N#Cc1c(N)c(-c2ccc(Cl)cc2)c(F)c2ccccc12. The result is 0 (inactive). (2) The drug is CC1(C)OC(=S)N(c2ccccc2)C12C=Cc1ccccc1O2. The result is 0 (inactive).